This data is from Forward reaction prediction with 1.9M reactions from USPTO patents (1976-2016). The task is: Predict the product of the given reaction. (1) Given the reactants [NH2:1][C:2]1[CH:3]=[C:4]([CH:8]=[C:9]([OH:11])[CH:10]=1)[C:5]([OH:7])=[O:6].[I:12]N1C(=O)CCC1=O.S([O-])([O-])(=O)=S.[Na+].[Na+], predict the reaction product. The product is: [NH2:1][C:2]1[CH:3]=[C:4]([CH:8]=[C:9]([OH:11])[C:10]=1[I:12])[C:5]([OH:7])=[O:6]. (2) Given the reactants C(OC([NH:8][CH2:9][C@H:10]1[CH2:15][CH2:14][C@H:13]([C:16]([NH:18][C@@H:19]([CH2:46][C:47]2[CH:52]=[CH:51][C:50]([C:53]3[CH:58]=[CH:57][C:56]([C:59](=[O:70])[NH:60][CH:61]4[CH2:66][CH2:65][CH:64]([N:67]([CH3:69])[CH3:68])[CH2:63][CH2:62]4)=[CH:55][C:54]=3[CH3:71])=[CH:49][CH:48]=2)[C:20]([NH:22][C:23]2[CH:28]=[CH:27][C:26]([C:29]3[NH:30][C:31]([C:34]([F:45])([F:44])[C:35]([F:43])([F:42])[C:36]([F:41])([F:40])[C:37]([OH:39])=[O:38])=[N:32][N:33]=3)=[CH:25][CH:24]=2)=[O:21])=[O:17])[CH2:12][CH2:11]1)=O)(C)(C)C.[ClH:72], predict the reaction product. The product is: [ClH:72].[NH2:8][CH2:9][C@H:10]1[CH2:15][CH2:14][C@H:13]([C:16]([NH:18][C@@H:19]([CH2:46][C:47]2[CH:48]=[CH:49][C:50]([C:53]3[CH:58]=[CH:57][C:56]([C:59](=[O:70])[NH:60][CH:61]4[CH2:62][CH2:63][CH:64]([N:67]([CH3:69])[CH3:68])[CH2:65][CH2:66]4)=[CH:55][C:54]=3[CH3:71])=[CH:51][CH:52]=2)[C:20]([NH:22][C:23]2[CH:28]=[CH:27][C:26]([C:29]3[NH:30][C:31]([C:34]([F:44])([F:45])[C:35]([F:42])([F:43])[C:36]([F:40])([F:41])[C:37]([OH:39])=[O:38])=[N:32][N:33]=3)=[CH:25][CH:24]=2)=[O:21])=[O:17])[CH2:12][CH2:11]1. (3) Given the reactants Cl[C:2]1[CH:7]=[CH:6][CH:5]=[CH:4][C:3]=1[N+:8]([O-:10])=[O:9].[C:11]([C:15]1[CH:20]=[CH:19][CH:18]=[CH:17][C:16]=1[OH:21])([CH3:14])([CH3:13])[CH3:12].C(=O)([O-])[O-].[K+].[K+], predict the reaction product. The product is: [C:11]([C:15]1[CH:20]=[CH:19][CH:18]=[CH:17][C:16]=1[O:21][C:2]1[CH:7]=[CH:6][CH:5]=[CH:4][C:3]=1[N+:8]([O-:10])=[O:9])([CH3:14])([CH3:12])[CH3:13]. (4) Given the reactants [F:1][C:2]([F:23])([F:22])[CH2:3][S:4][C:5]1[N:10]=[C:9]([N:11]2[C:20](=[O:21])[C:19]3[C:14](=[CH:15][CH:16]=[CH:17][CH:18]=3)[N:13]=[CH:12]2)[CH:8]=[CH:7][N:6]=1.ClC1C=C(C=CC=1)C(OO)=[O:29], predict the reaction product. The product is: [F:23][C:2]([F:1])([F:22])[CH2:3][S:4]([C:5]1[N:10]=[C:9]([N:11]2[C:20](=[O:21])[C:19]3[C:14](=[CH:15][CH:16]=[CH:17][CH:18]=3)[N:13]=[CH:12]2)[CH:8]=[CH:7][N:6]=1)=[O:29]. (5) The product is: [Cl:1][C:2]1[CH:26]=[CH:25][C:5]([C:6]([C:8]2[CH:9]=[CH:10][C:11]([N:14]3[CH2:18][CH2:17][CH2:16][CH:15]3[CH2:19][C:20]([OH:22])=[O:21])=[CH:12][CH:13]=2)=[O:7])=[C:4]([CH3:27])[CH:3]=1. Given the reactants [Cl:1][C:2]1[CH:26]=[CH:25][C:5]([C:6]([C:8]2[CH:13]=[CH:12][C:11]([N:14]3[CH2:18][CH2:17][CH2:16][CH:15]3[CH2:19][C:20]([O:22]CC)=[O:21])=[CH:10][CH:9]=2)=[O:7])=[C:4]([CH3:27])[CH:3]=1.I, predict the reaction product. (6) Given the reactants [N+:1]([C:4]1[CH:9]=[CH:8][C:7]([N:10]2[CH2:15][CH2:14][N:13]([C:16]([C:18]3[CH:19]=[C:20]([OH:26])[C:21]([OH:25])=[C:22]([OH:24])[CH:23]=3)=[O:17])[CH2:12][CH2:11]2)=[CH:6][CH:5]=1)([O-])=O.CC(C1C=C(C=C(C(C)(C)C)C=1O)C(NCC1C=CC([N+]([O-])=O)=CC=1)=O)(C)C, predict the reaction product. The product is: [NH2:1][C:4]1[CH:5]=[CH:6][C:7]([N:10]2[CH2:11][CH2:12][N:13]([C:16]([C:18]3[CH:23]=[C:22]([OH:24])[C:21]([OH:25])=[C:20]([OH:26])[CH:19]=3)=[O:17])[CH2:14][CH2:15]2)=[CH:8][CH:9]=1. (7) The product is: [CH:1]([NH:4][C:5]1[C:14]([CH2:15][OH:16])=[CH:13][C:12]2[C:7](=[CH:8][CH:9]=[C:10]([O:17][CH3:18])[CH:11]=2)[N:6]=1)([CH3:3])[CH3:2]. Given the reactants [CH:1]([NH:4][C:5]1[C:14]([CH:15]=[O:16])=[CH:13][C:12]2[C:7](=[CH:8][CH:9]=[C:10]([O:17][CH3:18])[CH:11]=2)[N:6]=1)([CH3:3])[CH3:2].[BH4-].[Na+], predict the reaction product. (8) Given the reactants [F:1][C:2]1[CH:3]=[CH:4][C:5]([N:8]2[CH:12]=[C:11]([C:13]([O:15][CH2:16][CH3:17])=[O:14])[C:10](I)=[N:9]2)=[N:6][CH:7]=1.[CH3:19][C:20]1[S:21][CH:22]=[CH:23][N:24]=1.C1(P(C2C=CC=CC=2)C2C=CC=CC=2)C=CC=CC=1.C(=O)([O-])[O-].[Cs+].[Cs+].C([O-])(O)=O.[Na+], predict the reaction product. The product is: [F:1][C:2]1[CH:3]=[CH:4][C:5]([N:8]2[CH:12]=[C:11]([C:13]([O:15][CH2:16][CH3:17])=[O:14])[C:10]([C:22]3[S:21][C:20]([CH3:19])=[N:24][CH:23]=3)=[N:9]2)=[N:6][CH:7]=1. (9) Given the reactants [CH:1]1[C:6]([C:7]2[C:16](=[O:17])[C:15]3[C:14](O)=[CH:13][C:12](O)=[CH:11][C:10]=3[O:9][CH:8]=2)=[CH:5][CH:4]=[C:3](O)[CH:2]=1.C([O-])([O-])=O.[K+].[K+], predict the reaction product. The product is: [O:9]1[C:10]2[C:15](=[CH:14][CH:13]=[CH:12][CH:11]=2)[C:16](=[O:17])[C:7]([C:6]2[CH:1]=[CH:2][CH:3]=[CH:4][CH:5]=2)=[CH:8]1.